Dataset: Full USPTO retrosynthesis dataset with 1.9M reactions from patents (1976-2016). Task: Predict the reactants needed to synthesize the given product. (1) Given the product [CH3:18][C:8]1[CH:13]=[CH:12][C:11]([S:14]([O:7][CH2:6][CH2:5][O:4][CH2:3][CH2:2][F:1])(=[O:16])=[O:15])=[CH:10][CH:9]=1, predict the reactants needed to synthesize it. The reactants are: [F:1][CH2:2][CH2:3][O:4][CH2:5][CH2:6][OH:7].[C:8]1([CH3:18])[CH:13]=[CH:12][C:11]([S:14](Cl)(=[O:16])=[O:15])=[CH:10][CH:9]=1. (2) Given the product [NH:13]1[C:14]2[CH:19]=[CH:18][CH:17]=[CH:16][C:15]=2[N:11]=[C:12]1[C@H:8]([NH:9][C:10](=[O:20])[NH:24][CH:25]1[CH2:29][CH2:28][N:27]([C:30]([O:32][C:33]([CH3:36])([CH3:35])[CH3:34])=[O:31])[CH2:26]1)[CH2:7][C:6]1[CH:21]=[CH:22][C:3]([O:2][CH3:1])=[CH:4][CH:5]=1, predict the reactants needed to synthesize it. The reactants are: [CH3:1][O:2][C:3]1[CH:22]=[CH:21][C:6]([CH2:7][C@@H:8]2[C:12]3=[N:13][C:14]4[CH:19]=[CH:18][CH:17]=[CH:16][C:15]=4[N:11]3[C:10](=[O:20])[NH:9]2)=[CH:5][CH:4]=1.Cl.[NH2:24][CH:25]1[CH2:29][CH2:28][N:27]([C:30]([O:32][C:33]([CH3:36])([CH3:35])[CH3:34])=[O:31])[CH2:26]1.C(O)(C(F)(F)F)=O. (3) Given the product [Br:1][C:2]1[N:7]=[C:6]([S:8][C:9]2[N:13]=[CH:12][N:11]([C:16](=[O:17])[N:15]([CH3:19])[CH3:14])[N:10]=2)[CH:5]=[CH:4][CH:3]=1, predict the reactants needed to synthesize it. The reactants are: [Br:1][C:2]1[N:7]=[C:6]([S:8][C:9]2[N:13]=[CH:12][NH:11][N:10]=2)[CH:5]=[CH:4][CH:3]=1.[CH3:14][N:15]([CH3:19])[C:16](Cl)=[O:17].C(=O)([O-])[O-].[K+].[K+]. (4) Given the product [CH3:3][O:4][C:5]1[CH:6]=[CH:7][C:8]([N:15]([CH3:36])[C:16]2[N:20]([C:21]3[CH:26]=[CH:25][CH:24]=[CH:23][C:22]=3[CH3:27])[N:19]=[C:18]([CH3:28])[C:17]=2[C:29]2[CH:34]=[CH:33][CH:32]=[CH:31][CH:30]=2)=[C:9]([CH:14]=1)[C:10]([O:12][CH3:13])=[O:11], predict the reactants needed to synthesize it. The reactants are: [H-].[Na+].[CH3:3][O:4][C:5]1[CH:6]=[CH:7][C:8]([NH:15][C:16]2[N:20]([C:21]3[CH:26]=[CH:25][CH:24]=[CH:23][C:22]=3[CH3:27])[N:19]=[C:18]([CH3:28])[C:17]=2[C:29]2[CH:34]=[CH:33][CH:32]=[CH:31][CH:30]=2)=[C:9]([CH:14]=1)[C:10]([O:12][CH3:13])=[O:11].I[CH3:36].O. (5) Given the product [CH3:6][O:7][C:8]1[CH:9]=[C:10]([C:16]2[O:32][C:21]3=[C:22]4[C:27](=[CH:28][CH:29]=[C:20]3[C:18](=[O:19])[CH:17]=2)[O:26][C:25]([CH3:30])([CH3:31])[CH:24]=[CH:23]4)[CH:11]=[CH:12][C:13]=1[O:14][CH3:15], predict the reactants needed to synthesize it. The reactants are: [I-].CS(C)=O.[CH3:6][O:7][C:8]1[CH:9]=[C:10](/[CH:16]=[CH:17]/[C:18]([C:20]2[C:21]([OH:32])=[C:22]3[C:27](=[CH:28][CH:29]=2)[O:26][C:25]([CH3:31])([CH3:30])[CH:24]=[CH:23]3)=[O:19])[CH:11]=[CH:12][C:13]=1[O:14][CH3:15]. (6) Given the product [CH3:1][O:2][C:3]([C:5]1[CH:6]=[C:7]([O:15][C:16]2[CH:21]=[CH:20][C:19]([S:22]([CH3:25])(=[O:24])=[O:23])=[CH:18][CH:17]=2)[CH:8]=[C:9]2[O:13][C:12]([CH3:26])([CH3:14])[CH2:11][C:10]=12)=[O:4], predict the reactants needed to synthesize it. The reactants are: [CH3:1][O:2][C:3]([C:5]1[CH:6]=[C:7]([O:15][C:16]2[CH:21]=[CH:20][C:19]([S:22]([CH3:25])(=[O:24])=[O:23])=[CH:18][CH:17]=2)[CH:8]=[C:9]2[O:13][CH:12]([CH3:14])[CH2:11][C:10]=12)=[O:4].[CH3:26]OC(C1C=C(O)C=C2OC(C)(C)CC=12)=O. (7) Given the product [CH3:19][C:14]1[N:15]=[N:16][CH:17]=[CH:18][C:13]=1[C:4]1[CH:5]=[C:6]([C:9]([F:11])([F:10])[F:12])[CH:7]=[CH:8][C:3]=1[OH:2], predict the reactants needed to synthesize it. The reactants are: C[O:2][C:3]1[CH:8]=[CH:7][C:6]([C:9]([F:12])([F:11])[F:10])=[CH:5][C:4]=1[C:13]1[CH:18]=[CH:17][N:16]=[N:15][C:14]=1[CH3:19].C[S-].[Na+]. (8) Given the product [C:31]([C:33]1[CH:40]=[CH:39][C:36]([CH2:37][N:20]2[CH:19]([C:10]3[C:11]4[C:16](=[CH:15][CH:14]=[C:13]([O:17][CH3:18])[CH:12]=4)[N:8]([CH2:7][C:6]([OH:5])=[O:30])[CH:9]=3)[C:23]3[CH:24]=[CH:25][CH:26]=[CH:27][C:22]=3[S:21]2(=[O:29])=[O:28])=[CH:35][CH:34]=1)#[N:32], predict the reactants needed to synthesize it. The reactants are: C([O:5][C:6](=[O:30])[CH2:7][N:8]1[C:16]2[C:11](=[CH:12][C:13]([O:17][CH3:18])=[CH:14][CH:15]=2)[C:10]([CH:19]2[C:23]3[CH:24]=[CH:25][CH:26]=[CH:27][C:22]=3[S:21](=[O:29])(=[O:28])[NH:20]2)=[CH:9]1)(C)(C)C.[C:31]([C:33]1[CH:40]=[CH:39][C:36]([CH2:37]Br)=[CH:35][CH:34]=1)#[N:32]. (9) Given the product [NH2:1][C:2]1[N:3]=[C:4]([NH:17][CH:18]2[CH2:23][CH2:22][N:21]([S:24]([CH2:27][CH2:28][CH2:29][N:45]3[CH2:44][C@H:43]([CH3:47])[NH:42][C@H:41]([CH3:40])[CH2:46]3)(=[O:26])=[O:25])[CH2:20][CH2:19]2)[S:5][C:6]=1[C:7]([C:9]1[C:14]([F:15])=[CH:13][CH:12]=[CH:11][C:10]=1[F:16])=[O:8], predict the reactants needed to synthesize it. The reactants are: [NH2:1][C:2]1[N:3]=[C:4]([NH:17][CH:18]2[CH2:23][CH2:22][N:21]([S:24]([CH2:27][CH2:28][CH2:29]I)(=[O:26])=[O:25])[CH2:20][CH2:19]2)[S:5][C:6]=1[C:7]([C:9]1[C:14]([F:15])=[CH:13][CH:12]=[CH:11][C:10]=1[F:16])=[O:8].C(N(C(C)C)CC)(C)C.[CH3:40][C@H:41]1[CH2:46][NH:45][CH2:44][C@@H:43]([CH3:47])[NH:42]1.O. (10) Given the product [CH3:23][O:24][C:25]1[CH:26]=[CH:27][C:28]([CH2:29][N:30]([CH2:46][C:47]2[CH:48]=[CH:49][C:50]([O:53][CH3:54])=[CH:51][CH:52]=2)[C:31]2[N:36]=[CH:35][C:34]([C:2]3[C:3]4[CH2:16][CH2:15][N:14]([C:17]5[CH:22]=[CH:21][N:20]=[CH:19][CH:18]=5)[C:4]=4[N:5]=[C:6]([N:8]4[CH2:13][CH2:12][O:11][CH2:10][CH2:9]4)[N:7]=3)=[CH:33][N:32]=2)=[CH:55][CH:56]=1, predict the reactants needed to synthesize it. The reactants are: Cl[C:2]1[C:3]2[CH2:16][CH2:15][N:14]([C:17]3[CH:22]=[CH:21][N:20]=[CH:19][CH:18]=3)[C:4]=2[N:5]=[C:6]([N:8]2[CH2:13][CH2:12][O:11][CH2:10][CH2:9]2)[N:7]=1.[CH3:23][O:24][C:25]1[CH:56]=[CH:55][C:28]([CH2:29][N:30]([CH2:46][C:47]2[CH:52]=[CH:51][C:50]([O:53][CH3:54])=[CH:49][CH:48]=2)[C:31]2[N:36]=[CH:35][C:34](B3OC(C)(C)C(C)(C)O3)=[CH:33][N:32]=2)=[CH:27][CH:26]=1.COC1C=CC=C(OC)C=1C1C=CC=CC=1P(C1CCCCC1)C1CCCCC1.P([O-])([O-])([O-])=O.[K+].[K+].[K+].